Dataset: Catalyst prediction with 721,799 reactions and 888 catalyst types from USPTO. Task: Predict which catalyst facilitates the given reaction. (1) Reactant: [Cl:1][C:2]1[CH:3]=[C:4]([N:12]([CH2:22][CH3:23])[C@H:13]2[CH2:18][CH2:17][C@H:16]([N:19]([CH3:21])[CH3:20])[CH2:15][CH2:14]2)[C:5]([CH3:11])=[C:6]([CH:10]=1)[C:7](O)=[O:8].[NH2:24][CH2:25][C:26]1[C:31](=[O:32])[N:30]2[NH:33][C:34]([CH3:36])=[N:35][C:29]2=[CH:28][C:27]=1[CH3:37].C(N(CC)CC)C.C1CN([P+](ON2N=NC3C=CC=CC2=3)(N2CCCC2)N2CCCC2)CC1.F[P-](F)(F)(F)(F)F. Product: [Cl:1][C:2]1[CH:3]=[C:4]([N:12]([C@H:13]2[CH2:14][CH2:15][C@H:16]([N:19]([CH3:21])[CH3:20])[CH2:17][CH2:18]2)[CH2:22][CH3:23])[C:5]([CH3:11])=[C:6]([CH:10]=1)[C:7]([NH:24][CH2:25][C:26]1[C:31](=[O:32])[N:30]2[NH:33][C:34]([CH3:36])=[N:35][C:29]2=[CH:28][C:27]=1[CH3:37])=[O:8]. The catalyst class is: 16. (2) Reactant: [C:1](Cl)(=[O:4])[CH2:2][CH3:3].[CH3:6][O:7][C:8](=[O:40])[CH2:9][C@H:10]1[C:14]2[CH:15]=[CH:16][C:17]([O:19][C@H:20]3[C:28]4[C:23](=[C:24]([CH2:33][N:34]5[CH2:39][CH2:38][NH:37][CH2:36][CH2:35]5)[C:25]([C:29]([F:32])([F:31])[F:30])=[CH:26][CH:27]=4)[CH2:22][CH2:21]3)=[CH:18][C:13]=2[O:12][CH2:11]1. Product: [CH3:6][O:7][C:8](=[O:40])[CH2:9][C@H:10]1[C:14]2[CH:15]=[CH:16][C:17]([O:19][C@H:20]3[C:28]4[C:23](=[C:24]([CH2:33][N:34]5[CH2:35][CH2:36][N:37]([C:1](=[O:4])[CH2:2][CH3:3])[CH2:38][CH2:39]5)[C:25]([C:29]([F:30])([F:31])[F:32])=[CH:26][CH:27]=4)[CH2:22][CH2:21]3)=[CH:18][C:13]=2[O:12][CH2:11]1. The catalyst class is: 17.